This data is from Full USPTO retrosynthesis dataset with 1.9M reactions from patents (1976-2016). The task is: Predict the reactants needed to synthesize the given product. (1) Given the product [Cl:1][C:2]1[CH:7]=[C:6]([C:8]#[N:10])[CH:5]=[C:4]([CH3:11])[N:3]=1, predict the reactants needed to synthesize it. The reactants are: [Cl:1][C:2]1[CH:7]=[C:6]([C:8]([NH2:10])=O)[CH:5]=[C:4]([CH3:11])[N:3]=1.N1C=CC=CC=1.FC(F)(F)C(OC(=O)C(F)(F)F)=O. (2) Given the product [Cl:2][C:3]1[CH:4]=[C:5]([C:8]2[N:12]=[C:11]([C@H:13]3[CH2:18][CH2:17][CH2:16][N:15]([C:25]([C:21]4[CH:22]=[N:23][O:24][C:20]=4[CH3:19])=[O:26])[CH2:14]3)[O:10][N:9]=2)[NH:6][CH:7]=1, predict the reactants needed to synthesize it. The reactants are: Cl.[Cl:2][C:3]1[CH:4]=[C:5]([C:8]2[N:12]=[C:11]([C@H:13]3[CH2:18][CH2:17][CH2:16][NH:15][CH2:14]3)[O:10][N:9]=2)[NH:6][CH:7]=1.[CH3:19][C:20]1[O:24][N:23]=[CH:22][C:21]=1[C:25](O)=[O:26]. (3) Given the product [C:1]([N:4]1[CH2:5][CH2:6][CH:7]([C:10]([N:12]2[CH2:17][CH2:16][C@@H:15]([NH:18][CH3:19])[C@H:14]([C:26]3[CH:31]=[CH:30][C:29]([Cl:32])=[C:28]([Cl:33])[CH:27]=3)[CH2:13]2)=[O:11])[CH2:8][CH2:9]1)(=[O:3])[CH3:2], predict the reactants needed to synthesize it. The reactants are: [C:1]([N:4]1[CH2:9][CH2:8][CH:7]([C:10]([N:12]2[CH2:17][CH2:16][C@@H:15]([N:18](C)[C:19](=O)C(F)(F)F)[C@H:14]([C:26]3[CH:31]=[CH:30][C:29]([Cl:32])=[C:28]([Cl:33])[CH:27]=3)[CH2:13]2)=[O:11])[CH2:6][CH2:5]1)(=[O:3])[CH3:2].C(=O)([O-])[O-].[K+].[K+]. (4) Given the product [N:13]1([C:17]([O:19][C:20]2[CH:25]=[CH:24][CH:23]=[CH:22][C:21]=2[O:26][CH:27]([CH3:29])[CH3:28])=[O:18])[CH:12]=[CH:16][N:9]=[CH:14]1, predict the reactants needed to synthesize it. The reactants are: C([N:9]1[C@H:16]2[C@H:12]([N:13]([C:17]([O:19][C:20]3[CH:25]=[CH:24][CH:23]=[CH:22][C:21]=3[O:26][CH:27]([CH3:29])[CH3:28])=[O:18])[CH2:14]C2)[C@@H](O)C1)(=O)C1C=CC=CC=1.C(N1C=CN=C1)(N1C=CN=C1)=O.C(OC1C=CC=CC=1O)(C)C. (5) Given the product [CH3:1][O:2][C:3](=[O:20])[C:4]1[CH:9]=[C:8]([C:10]2[N:11]=[N:12][N:13]([CH3:26])[N:14]=2)[N:7]=[C:6]([NH:15][C@H:16]([CH2:18][CH3:19])[CH3:17])[CH:5]=1, predict the reactants needed to synthesize it. The reactants are: [CH3:1][O:2][C:3](=[O:20])[C:4]1[CH:9]=[C:8]([C:10]2[N:11]=[N:12][NH:13][N:14]=2)[N:7]=[C:6]([NH:15][C@H:16]([CH2:18][CH3:19])[CH3:17])[CH:5]=1.F[B-](F)(F)F.[CH3:26][O+](C)C. (6) The reactants are: CO[C:3](=[O:20])[CH2:4][N:5]1[C:9]2[CH:10]=[CH:11][CH:12]=[CH:13][C:8]=2[N:7]=[C:6]1[C:14]1[C:18]([NH2:19])=[N:17][O:16][N:15]=1.[CH3:21][NH2:22].[C-]#N.[Na+]. Given the product [NH2:19][C:18]1[C:14]([C:6]2[N:5]([CH2:4][C:3]([NH:22][CH3:21])=[O:20])[C:9]3[CH:10]=[CH:11][CH:12]=[CH:13][C:8]=3[N:7]=2)=[N:15][O:16][N:17]=1, predict the reactants needed to synthesize it. (7) Given the product [C:43]([CH2:42][CH2:41][C:40]([N:8]1[CH2:9][CH:10]([C:11]2[CH:16]=[CH:15][C:14]([NH:17][C:18](=[O:39])[CH2:19][C:20]3[CH:25]=[CH:24][C:23]([NH:26][C:27]([NH:29][C:30]4[CH:35]=[CH:34][CH:33]=[CH:32][C:31]=4[CH3:36])=[O:28])=[C:22]([O:37][CH3:38])[CH:21]=3)=[CH:13][CH:12]=2)[CH:6]([C:4]([OH:5])=[O:3])[CH2:7]1)=[O:48])([OH:45])=[O:44], predict the reactants needed to synthesize it. The reactants are: C([O:3][C:4]([CH:6]1[CH:10]([C:11]2[CH:16]=[CH:15][C:14]([NH:17][C:18](=[O:39])[CH2:19][C:20]3[CH:25]=[CH:24][C:23]([NH:26][C:27]([NH:29][C:30]4[CH:35]=[CH:34][CH:33]=[CH:32][C:31]=4[CH3:36])=[O:28])=[C:22]([O:37][CH3:38])[CH:21]=3)=[CH:13][CH:12]=2)[CH2:9][N:8]([C:40](=[O:48])[CH2:41][CH2:42][C:43]([O:45]CC)=[O:44])[CH2:7]1)=[O:5])C.[OH-].[Na+]. (8) The reactants are: [NH2:1][C:2]1[N:11]=[C:10]([NH:12][CH:13]2[CH2:18][CH2:17][CH2:16][CH2:15][CH2:14]2)[C:9]2[C:4](=[CH:5][CH:6]=[C:7](Br)[CH:8]=2)[N:3]=1.[C:20]([NH:23][C:24]1[CH:29]=[CH:28][C:27](B(O)O)=[CH:26][CH:25]=1)(=[O:22])[CH3:21]. Given the product [NH2:1][C:2]1[N:11]=[C:10]([NH:12][CH:13]2[CH2:18][CH2:17][CH2:16][CH2:15][CH2:14]2)[C:9]2[C:4](=[CH:5][CH:6]=[C:7]([C:27]3[CH:28]=[CH:29][C:24]([NH:23][C:20](=[O:22])[CH3:21])=[CH:25][CH:26]=3)[CH:8]=2)[N:3]=1, predict the reactants needed to synthesize it. (9) The reactants are: C[O:2][C:3](=[O:32])[CH:4]([CH2:9][CH2:10][S:11][C:12]1[C:17]([F:18])=[CH:16][C:15]([F:19])=[CH:14][C:13]=1[C:20]1[CH:25]=[CH:24][CH:23]=[C:22]([O:26][CH:27]2[CH2:31][CH2:30][CH2:29][CH2:28]2)[CH:21]=1)C(OC)=O.[OH-].[K+]. Given the product [CH:27]1([O:26][C:22]2[CH:21]=[C:20]([C:13]3[CH:14]=[C:15]([F:19])[CH:16]=[C:17]([F:18])[C:12]=3[S:11][CH2:10][CH2:9][CH2:4][C:3]([OH:32])=[O:2])[CH:25]=[CH:24][CH:23]=2)[CH2:28][CH2:29][CH2:30][CH2:31]1, predict the reactants needed to synthesize it.